Dataset: Reaction yield outcomes from USPTO patents with 853,638 reactions. Task: Predict the reaction yield, written as a fraction of the theoretical maximum amount of product (1.0 means a 100% yield; for example, 0.34 means a 34% yield). (1) The reactants are Cl[C:2]1[CH:7]=[CH:6][CH:5]=[C:4]([Cl:8])[N:3]=1.[CH:9]1([CH2:12][NH2:13])[CH2:11][CH2:10]1.CC(P(C(C)(C)C)C1C(C2C=CC=CC=2)=CC=CC=1)(C)C.CC(C)([O-])C.[Na+]. The catalyst is C1(C)C=CC=CC=1.C([O-])(=O)C.[Pd+2].C([O-])(=O)C. The product is [Cl:8][C:4]1[N:3]=[C:2]([NH:13][CH2:12][CH:9]2[CH2:11][CH2:10]2)[CH:7]=[CH:6][CH:5]=1. The yield is 0.0880. (2) The reactants are [Br:1][C:2]1[CH:13]=[CH:12][C:5]([O:6][CH2:7][C:8](OC)=[O:9])=[C:4]([N+:14]([O-])=O)[CH:3]=1. The catalyst is C(O)(=O)C.[Fe]. The product is [Br:1][C:2]1[CH:13]=[CH:12][C:5]2[O:6][CH2:7][C:8](=[O:9])[NH:14][C:4]=2[CH:3]=1. The yield is 0.770. (3) The reactants are C([O:4][CH2:5][C:6]1[C:7]([N:39]2[CH2:51][CH2:50][N:42]3[C:43]4[CH2:44][CH2:45][CH2:46][CH2:47][C:48]=4[CH:49]=[C:41]3[C:40]2=[O:52])=[N:8][CH:9]=[CH:10][C:11]=1[C:12]1[CH:17]=[C:16]([NH:18][C:19]2[CH:24]=[CH:23][C:22]([N:25]3[CH2:30][CH2:29][N:28]([CH:31]4[CH2:34][O:33][CH2:32]4)[CH2:27][C:26]3([CH3:36])[CH3:35])=[CH:21][N:20]=2)[C:15](=[O:37])[N:14]([CH3:38])[CH:13]=1)(=O)C.[OH-].[Li+].C(O)(C)C.C1COCC1. The product is [CH3:35][C:26]1([CH3:36])[CH2:27][N:28]([CH:31]2[CH2:34][O:33][CH2:32]2)[CH2:29][CH2:30][N:25]1[C:22]1[CH:23]=[CH:24][C:19]([NH:18][C:16]2[C:15](=[O:37])[N:14]([CH3:38])[CH:13]=[C:12]([C:11]3[CH:10]=[CH:9][N:8]=[C:7]([N:39]4[CH2:51][CH2:50][N:42]5[C:43]6[CH2:44][CH2:45][CH2:46][CH2:47][C:48]=6[CH:49]=[C:41]5[C:40]4=[O:52])[C:6]=3[CH2:5][OH:4])[CH:17]=2)=[N:20][CH:21]=1. The yield is 0.460. The catalyst is O. (4) The reactants are C([O:3][C:4](=[O:25])[C:5]1[CH:10]=[C:9]([N:11]2[C:15]([CH3:16])=[CH:14][CH:13]=[C:12]2[C:17]2[CH:22]=[C:21]([Br:23])[CH:20]=[CH:19][C:18]=2[OH:24])[CH:8]=[N:7][CH:6]=1)C.[F:26][C:27]1[CH:34]=[CH:33][C:30]([CH2:31]Br)=[CH:29][CH:28]=1.C(=O)([O-])[O-].[K+].[K+]. The catalyst is CN(C=O)C.CCOC(C)=O.O. The product is [Br:23][C:21]1[CH:20]=[CH:19][C:18]([O:24][CH2:31][C:30]2[CH:33]=[CH:34][C:27]([F:26])=[CH:28][CH:29]=2)=[C:17]([C:12]2[N:11]([C:9]3[CH:8]=[N:7][CH:6]=[C:5]([CH:10]=3)[C:4]([OH:3])=[O:25])[C:15]([CH3:16])=[CH:14][CH:13]=2)[CH:22]=1. The yield is 0.670. (5) The reactants are [F:1][C:2]1[C:12](=[O:13])[N:11]([CH3:14])[C:5]2[N:6]=[CH:7][NH:8][C:9](=[O:10])[C:4]=2[C:3]=1[NH:15][C:16]1[CH:21]=[CH:20][C:19]([I:22])=[CH:18][C:17]=1[F:23].[I-].[K+].C(=O)([O-])[O-].[Cs+].[Cs+].Br[CH2:33][CH2:34][OH:35]. The catalyst is CN(C=O)C. The product is [F:1][C:2]1[C:12](=[O:13])[N:11]([CH3:14])[C:5]2[N:6]=[CH:7][N:8]([CH2:33][CH2:34][OH:35])[C:9](=[O:10])[C:4]=2[C:3]=1[NH:15][C:16]1[CH:21]=[CH:20][C:19]([I:22])=[CH:18][C:17]=1[F:23]. The yield is 0.380. (6) The reactants are [CH3:1][C:2]1[CH:3]=[C:4](C#N)[C:5](=[O:9])[NH:6][C:7]=1[CH3:8].Cl.[OH-].[Na+]. The catalyst is O. The product is [CH3:1][C:2]1[CH:3]=[CH:4][C:5](=[O:9])[NH:6][C:7]=1[CH3:8]. The yield is 0.480. (7) The reactants are [F:1][C:2]([F:26])([F:25])[O:3][C:4]1[CH:9]=[CH:8][C:7]([N:10]2[CH:14]=[N:13][C:12]([C:15]3[CH:20]=[CH:19][C:18]([CH2:21][CH:22]([NH2:24])[CH3:23])=[CH:17][CH:16]=3)=[N:11]2)=[CH:6][CH:5]=1.[OH:27][C@@H:28]([C@H:32]([OH:36])[C:33]([OH:35])=[O:34])[C:29]([OH:31])=[O:30]. The catalyst is CO. The product is [OH:27][C@@H:28]([C@H:32]([OH:36])[C:33]([OH:35])=[O:34])[C:29]([OH:31])=[O:30].[F:26][C:2]([F:1])([F:25])[O:3][C:4]1[CH:5]=[CH:6][C:7]([N:10]2[CH:14]=[N:13][C:12]([C:15]3[CH:20]=[CH:19][C:18]([CH2:21][C@H:22]([NH2:24])[CH3:23])=[CH:17][CH:16]=3)=[N:11]2)=[CH:8][CH:9]=1. The yield is 0.460. (8) The reactants are [SH:1][C:2]1[CH:3]=[C:4]([CH:10]=[CH:11][CH:12]=1)[C:5]([O:7][CH2:8][CH3:9])=[O:6].C1C(=O)N(Cl)C(=O)C1.[Cl:21][C:22]1[C:30]([F:31])=[C:29]2[C:25]([CH:26]=[CH:27][N:28]2[C:32]2[CH:33]=[N:34][N:35]([CH2:37][CH2:38][CH3:39])[CH:36]=2)=[CH:24][CH:23]=1. The catalyst is C(Cl)Cl.O. The product is [Cl:21][C:22]1[C:30]([F:31])=[C:29]2[C:25]([C:26]([S:1][C:2]3[CH:3]=[C:4]([CH:10]=[CH:11][CH:12]=3)[C:5]([O:7][CH2:8][CH3:9])=[O:6])=[CH:27][N:28]2[C:32]2[CH:33]=[N:34][N:35]([CH2:37][CH2:38][CH3:39])[CH:36]=2)=[CH:24][CH:23]=1. The yield is 0.610.